Predict the product of the given reaction. From a dataset of Forward reaction prediction with 1.9M reactions from USPTO patents (1976-2016). (1) The product is: [Cl:37][C:34]1[CH:33]=[CH:32][C:31]([C:5]2[N:4]=[C:3]([CH2:2][NH:1][C:41](=[O:42])[CH2:40][O:39][CH3:38])[C:8]([CH2:9][NH:10][C:11](=[O:22])[C:12]3[CH:13]=[CH:14][C:15]([C:18]([F:20])([F:21])[F:19])=[CH:16][CH:17]=3)=[CH:7][C:6]=2[C:23]2[CH:28]=[CH:27][C:26]([Cl:29])=[CH:25][C:24]=2[Cl:30])=[CH:36][CH:35]=1. Given the reactants [NH2:1][CH2:2][C:3]1[C:8]([CH2:9][NH:10][C:11](=[O:22])[C:12]2[CH:17]=[CH:16][C:15]([C:18]([F:21])([F:20])[F:19])=[CH:14][CH:13]=2)=[CH:7][C:6]([C:23]2[CH:28]=[CH:27][C:26]([Cl:29])=[CH:25][C:24]=2[Cl:30])=[C:5]([C:31]2[CH:36]=[CH:35][C:34]([Cl:37])=[CH:33][CH:32]=2)[N:4]=1.[CH3:38][O:39][CH2:40][C:41](Cl)=[O:42], predict the reaction product. (2) Given the reactants [O:1]1[CH2:6][CH2:5][CH2:4][O:3][CH:2]1[C:7]1[CH:12]=[CH:11][C:10]([C:13]2[S:14][C:15]3[C:20]([N:21]=2)=[CH:19][CH:18]=[C:17]([C:22]([C:24]2[CH:29]=[CH:28][CH:27]=[CH:26][CH:25]=2)=C)[N:16]=3)=[C:9]([F:30])[CH:8]=1.[O:31]=[O+][O-], predict the reaction product. The product is: [O:3]1[CH2:4][CH2:5][CH2:6][O:1][CH:2]1[C:7]1[CH:12]=[CH:11][C:10]([C:13]2[S:14][C:15]3[C:20]([N:21]=2)=[CH:19][CH:18]=[C:17]([C:22]([C:24]2[CH:25]=[CH:26][CH:27]=[CH:28][CH:29]=2)=[O:31])[N:16]=3)=[C:9]([F:30])[CH:8]=1. (3) Given the reactants [CH3:1][N:2]([CH2:4][C:5]1([C:11]2[CH:16]=[CH:15][C:14]([OH:17])=[CH:13][CH:12]=2)[CH2:10][CH2:9][O:8][CH2:7][CH2:6]1)[CH3:3].Cl[CH2:19][CH:20]([CH3:27])[CH2:21][N:22]1[CH2:26][CH2:25][CH2:24][CH2:23]1.C([O-])([O-])=O.[K+].[K+], predict the reaction product. The product is: [CH3:3][N:2]([CH3:1])[CH2:4][C:5]1([C:11]2[CH:16]=[CH:15][C:14]([O:17][CH2:19][CH:20]([CH3:27])[CH2:21][N:22]3[CH2:26][CH2:25][CH2:24][CH2:23]3)=[CH:13][CH:12]=2)[CH2:6][CH2:7][O:8][CH2:9][CH2:10]1. (4) The product is: [F:1][C:2]1[CH:3]=[C:4]([C:8]2[CH:13]=[CH:12][C:11]([OH:14])=[C:10]([C:21]3[CH:26]=[N:25][C:24]([C:27]([F:30])([F:28])[F:29])=[CH:23][CH:22]=3)[CH:9]=2)[CH:5]=[CH:6][CH:7]=1. Given the reactants [F:1][C:2]1[CH:3]=[C:4]([C:8]2[CH:13]=[CH:12][C:11]([O:14]COCCOC)=[C:10]([C:21]3[CH:22]=[CH:23][C:24]([C:27]([F:30])([F:29])[F:28])=[N:25][CH:26]=3)[CH:9]=2)[CH:5]=[CH:6][CH:7]=1, predict the reaction product. (5) Given the reactants CN(C)[C:3](=O)[CH2:4][NH:5][C@:6]12[CH2:40][CH2:39][C@@H:38]([C:41]([CH3:43])=[CH2:42])[C@@H:7]1[C@@H:8]1[C@@:21]([CH3:24])([CH2:22][CH2:23]2)[C@@:20]2([CH3:25])[C@@H:11]([C@:12]3([CH3:37])[C@@H:17]([CH2:18][CH2:19]2)[C:16]([CH3:27])([CH3:26])[C:15]([C:28]2[CH:36]=[CH:35][C:31]([C:32]([OH:34])=[O:33])=[CH:30][CH:29]=2)=[CH:14][CH2:13]3)[CH2:10][CH2:9]1.Cl.ClCC[CH2:50][N:51]([CH3:53])[CH3:52], predict the reaction product. The product is: [CH3:50][N:51]([CH3:53])[CH2:52][CH2:3][CH2:4][NH:5][C@:6]12[CH2:40][CH2:39][C@@H:38]([C:41]([CH3:43])=[CH2:42])[C@@H:7]1[C@@H:8]1[C@@:21]([CH3:24])([CH2:22][CH2:23]2)[C@@:20]2([CH3:25])[C@@H:11]([C@:12]3([CH3:37])[C@@H:17]([CH2:18][CH2:19]2)[C:16]([CH3:27])([CH3:26])[C:15]([C:28]2[CH:36]=[CH:35][C:31]([C:32]([OH:34])=[O:33])=[CH:30][CH:29]=2)=[CH:14][CH2:13]3)[CH2:10][CH2:9]1. (6) The product is: [ClH:31].[CH3:1][C:2]1[CH:3]=[C:4]([N:8]2[CH2:23][CH:11]3[CH2:12][NH:13][CH2:14][CH2:15][N:10]3[C:9]2=[O:24])[CH:5]=[CH:6][CH:7]=1. Given the reactants [CH3:1][C:2]1[CH:3]=[C:4]([N:8]2[CH2:23][CH:11]3[CH2:12][N:13](C(OC(C)(C)C)=O)[CH2:14][CH2:15][N:10]3[C:9]2=[O:24])[CH:5]=[CH:6][CH:7]=1.C(OCC)(=O)C.[ClH:31], predict the reaction product. (7) Given the reactants C([O:3][C:4](=[O:23])[CH2:5][CH2:6][CH2:7][O:8][C:9]1[CH:14]=[CH:13][C:12]([CH2:15][CH2:16][CH2:17][CH2:18][CH2:19][CH2:20][CH2:21][CH3:22])=[CH:11][CH:10]=1)C.[OH-].[Na+].Cl, predict the reaction product. The product is: [CH2:15]([C:12]1[CH:13]=[CH:14][C:9]([O:8][CH2:7][CH2:6][CH2:5][C:4]([OH:23])=[O:3])=[CH:10][CH:11]=1)[CH2:16][CH2:17][CH2:18][CH2:19][CH2:20][CH2:21][CH3:22]. (8) Given the reactants Cl.[CH:2]([CH:15]1[C:20](=[O:21])[CH2:19][CH2:18][NH:17][CH2:16]1)([C:9]1[CH:14]=[CH:13][CH:12]=[CH:11][CH:10]=1)[C:3]1[CH:8]=[CH:7][CH:6]=[CH:5][CH:4]=1.[CH3:22][O:23][C:24]1[CH:29]=[CH:28][CH:27]=[CH:26][C:25]=1[N:30]=[C:31]=[S:32].C(N(CC)CC)C, predict the reaction product. The product is: [CH:2]([CH:15]1[C:20](=[O:21])[CH2:19][CH2:18][N:17]([C:31](=[S:32])[NH:30][C:25]2[CH:26]=[CH:27][CH:28]=[CH:29][C:24]=2[O:23][CH3:22])[CH2:16]1)([C:9]1[CH:14]=[CH:13][CH:12]=[CH:11][CH:10]=1)[C:3]1[CH:4]=[CH:5][CH:6]=[CH:7][CH:8]=1.